Dataset: Full USPTO retrosynthesis dataset with 1.9M reactions from patents (1976-2016). Task: Predict the reactants needed to synthesize the given product. (1) Given the product [C:12]([O:16][C:17]([N:9]1[C:10]2[C:6](=[CH:5][CH:4]=[C:3]([O:2][CH3:1])[CH:11]=2)[CH:7]=[CH:8]1)=[O:18])([CH3:15])([CH3:14])[CH3:13], predict the reactants needed to synthesize it. The reactants are: [CH3:1][O:2][C:3]1[CH:11]=[C:10]2[C:6]([CH:7]=[CH:8][NH:9]2)=[CH:5][CH:4]=1.[C:12]([O:16][C:17](O[C:17]([O:16][C:12]([CH3:15])([CH3:14])[CH3:13])=[O:18])=[O:18])([CH3:15])([CH3:14])[CH3:13]. (2) The reactants are: [CH3:1][N:2]1[C:14]2[C:13]3[N:12]=[C:11]([NH:15][C:16]4[CH:21]=[CH:20][CH:19]=[CH:18][N:17]=4)[N:10]=[CH:9][C:8]=3[CH2:7][CH2:6][C:5]=2[C:4]([C:22]([O:24]CC)=O)=[N:3]1.[OH-].[NH4+:28]. Given the product [CH3:1][N:2]1[C:14]2[C:13]3[N:12]=[C:11]([NH:15][C:16]4[CH:21]=[CH:20][CH:19]=[CH:18][N:17]=4)[N:10]=[CH:9][C:8]=3[CH2:7][CH2:6][C:5]=2[C:4]([C:22]([NH2:28])=[O:24])=[N:3]1, predict the reactants needed to synthesize it. (3) Given the product [OH:9][C:5]1[CH:4]=[C:3]([C:2]([F:10])([F:11])[F:1])[CH:8]=[CH:7][C:6]=1[CH2:15][N:16]([CH3:12])[CH3:17], predict the reactants needed to synthesize it. The reactants are: [F:1][C:2]([F:11])([F:10])[C:3]1[CH:4]=[C:5]([OH:9])[CH:6]=[CH:7][CH:8]=1.[CH2:12]=O.O.[CH3:15][NH:16][CH3:17]. (4) Given the product [Cl:22][C:16]1[CH:15]=[C:14]2[C:19]([C:20](=[O:21])[N:11]([S:8]([C:4]3[CH:3]=[C:2]([NH:1][C:33]([CH:26]([CH3:25])[C:27]([OH:29])=[O:28])=[O:34])[CH:7]=[CH:6][CH:5]=3)(=[O:10])=[O:9])[C:12](=[O:23])[NH:13]2)=[CH:18][CH:17]=1, predict the reactants needed to synthesize it. The reactants are: [NH2:1][C:2]1[CH:3]=[C:4]([S:8]([N:11]2[C:20](=[O:21])[C:19]3[C:14](=[CH:15][C:16]([Cl:22])=[CH:17][CH:18]=3)[NH:13][C:12]2=[O:23])(=[O:10])=[O:9])[CH:5]=[CH:6][CH:7]=1.C1(=O)[O:29][C:27](=[O:28])[CH2:26][CH2:25]1.C1C[O:34][CH2:33]C1. (5) Given the product [CH3:3][N:4]1[CH2:5][CH:6]=[C:7]([C:10]2[C:18]3[C:13](=[CH:14][CH:15]=[C:16]([C:19]#[N:20])[CH:17]=3)[N:12]([S:27]([C:21]3[CH:26]=[CH:25][CH:24]=[CH:23][CH:22]=3)(=[O:29])=[O:28])[CH:11]=2)[CH2:8][CH2:9]1, predict the reactants needed to synthesize it. The reactants are: [H-].[Na+].[CH3:3][N:4]1[CH2:9][CH:8]=[C:7]([C:10]2[C:18]3[C:13](=[CH:14][CH:15]=[C:16]([C:19]#[N:20])[CH:17]=3)[NH:12][CH:11]=2)[CH2:6][CH2:5]1.[C:21]1([S:27](Cl)(=[O:29])=[O:28])[CH:26]=[CH:25][CH:24]=[CH:23][CH:22]=1. (6) Given the product [Li:9][C:1]1([C:7]#[CH:8])[CH:6]=[CH:5][CH:4]=[CH:3][CH2:2]1, predict the reactants needed to synthesize it. The reactants are: [C:1]1([C:7]#[CH:8])[CH:6]=[CH:5][CH:4]=[CH:3][CH:2]=1.[Li:9]CCCC.[N-]=C=O.[NH4+].[Cl-]. (7) Given the product [Cl:1][C:2]1[C:3]2[C:9]3[C:13](=[C:12]([CH3:27])[O:11][N:10]=3)[C:14](=[O:15])[N:10]([CH2:9][C:3]3[CH:4]=[CH:5][C:6]([C:33]([OH:34])=[O:28])=[CH:7][CH:2]=3)[C:4]=2[CH:5]=[CH:6][CH:7]=1, predict the reactants needed to synthesize it. The reactants are: [Cl:1][C:2]1[CH:7]=[CH:6][CH:5]=[C:4](F)[C:3]=1[C:9]1[C:13]([C:14](C(N)C2C=CC(C(O)=O)=CC=2)=[O:15])=[C:12]([CH3:27])[O:11][N:10]=1.[OH-:28].[Na+].CN([CH:33]=[O:34])C. (8) Given the product [CH3:1][O:2][C:3](=[O:34])[CH2:4][C@H:5]1[C:9]2[CH:10]=[CH:11][C:12]([O:14][C@H:15]3[C:23]4[C:18](=[C:19]([C:36]5[C:37]([CH3:48])=[CH:38][C:39]([C:43]6[S:44][CH:45]=[CH:46][N:47]=6)=[CH:40][C:41]=5[CH3:42])[CH:20]=[CH:21][C:22]=4[F:24])[CH2:17][CH2:16]3)=[CH:13][C:8]=2[O:7][CH2:6]1, predict the reactants needed to synthesize it. The reactants are: [CH3:1][O:2][C:3](=[O:34])[CH2:4][C@H:5]1[C:9]2[CH:10]=[CH:11][C:12]([O:14][C@H:15]3[C:23]4[C:18](=[C:19](B5OC(C)(C)C(C)(C)O5)[CH:20]=[CH:21][C:22]=4[F:24])[CH2:17][CH2:16]3)=[CH:13][C:8]=2[O:7][CH2:6]1.Br[C:36]1[C:41]([CH3:42])=[CH:40][C:39]([C:43]2[S:44][CH:45]=[CH:46][N:47]=2)=[CH:38][C:37]=1[CH3:48].BrC1C=CC(F)=C2C=1CC[C@H]2OC1C=CC2[C@H](CC(OC)=O)COC=2C=1.